This data is from hERG Central: cardiac toxicity at 1µM, 10µM, and general inhibition. The task is: Predict hERG channel inhibition at various concentrations. (1) The molecule is COCCN(Cc1nc(-c2ccc(-c3ccccc3)cc2)oc1C)C(C)C. Results: hERG_inhib (hERG inhibition (general)): blocker. (2) The drug is Cc1cccc(N2CCN(C(=O)Cn3nc(Cc4ccncc4)c4ccccc4c3=O)CC2)c1C. Results: hERG_inhib (hERG inhibition (general)): blocker. (3) The compound is Cc1nc2ccc(C(=O)N(C)CC3CCCN(CCc4ccc(Cl)cc4)C3)cc2[nH]1. Results: hERG_inhib (hERG inhibition (general)): blocker. (4) The drug is CCN(CC)S(=O)(=O)c1cccc(-c2nnc(SCc3nnc(-c4ccccc4)o3)n2C)c1. Results: hERG_inhib (hERG inhibition (general)): blocker.